Dataset: Forward reaction prediction with 1.9M reactions from USPTO patents (1976-2016). Task: Predict the product of the given reaction. (1) Given the reactants C(Cl)(=O)C(Cl)=O.CS(C)=O.[F:11][C:12]1[CH:13]=[C:14](/[CH:19]=[CH:20]/[C:21]([N:23]2[CH2:28][CH2:27][CH:26]([CH2:29][OH:30])[CH2:25][CH2:24]2)=[O:22])[CH:15]=[C:16]([F:18])[CH:17]=1, predict the reaction product. The product is: [F:18][C:16]1[CH:15]=[C:14](/[CH:19]=[CH:20]/[C:21]([N:23]2[CH2:24][CH2:25][CH:26]([CH:29]=[O:30])[CH2:27][CH2:28]2)=[O:22])[CH:13]=[C:12]([F:11])[CH:17]=1. (2) Given the reactants [NH2:1][C@@H:2]([CH2:11][C:12]1[CH:17]=[CH:16][C:15]([N+:18]([O-:20])=[O:19])=[CH:14][CH:13]=1)[CH2:3][C:4]1([C:7]([O:9][CH3:10])=[O:8])[CH2:6][CH2:5]1.[C@@H:21]([C@H:25]([NH:51][C:52]([C@H:54]1[CH2:59][CH2:58][CH2:57][CH2:56][N:55]1[CH3:60])=[O:53])[C:26](=[O:50])[N:27]([CH2:47][CH2:48][CH3:49])[C@@H:28]([CH:44]([CH3:46])[CH3:45])[CH2:29][C@H:30]([C:36]1[S:37][CH:38]=[C:39]([C:41](O)=[O:42])[N:40]=1)[O:31][C:32](=[O:35])[NH:33][CH3:34])([CH2:23][CH3:24])[CH3:22], predict the reaction product. The product is: [C@@H:21]([C@H:25]([NH:51][C:52]([C@H:54]1[CH2:59][CH2:58][CH2:57][CH2:56][N:55]1[CH3:60])=[O:53])[C:26](=[O:50])[N:27]([CH2:47][CH2:48][CH3:49])[C@@H:28]([CH:44]([CH3:45])[CH3:46])[CH2:29][C@H:30]([C:36]1[S:37][CH:38]=[C:39]([C:41]([NH:1][C@@H:2]([CH2:11][C:12]2[CH:13]=[CH:14][C:15]([N+:18]([O-:20])=[O:19])=[CH:16][CH:17]=2)[CH2:3][C:4]2([C:7]([O:9][CH3:10])=[O:8])[CH2:5][CH2:6]2)=[O:42])[N:40]=1)[O:31][C:32](=[O:35])[NH:33][CH3:34])([CH2:23][CH3:24])[CH3:22]. (3) Given the reactants [F:1][C:2]([F:12])([F:11])[C:3]1[CH:10]=[CH:9][CH:8]=[CH:7][C:4]=1[CH:5]=O.[CH3:13][C:14]([S@:17]([NH2:19])=[O:18])([CH3:16])[CH3:15].C1(C)C=CC(S([O-])(=O)=O)=CC=1.[NH+]1C=CC=CC=1.S([O-])([O-])(=O)=O.[Mg+2], predict the reaction product. The product is: [CH3:13][C:14]([S@:17](/[N:19]=[CH:5]/[C:4]1[CH:7]=[CH:8][CH:9]=[CH:10][C:3]=1[C:2]([F:12])([F:11])[F:1])=[O:18])([CH3:16])[CH3:15].